Predict which catalyst facilitates the given reaction. From a dataset of Catalyst prediction with 721,799 reactions and 888 catalyst types from USPTO. (1) Reactant: FC1C=C(C(Cl)=O)C=CC=1.[CH3:11][O:12][C:13]1[CH:14]=[C:15]2[C:20](=[CH:21][C:22]=1[O:23][CH3:24])[N:19]=[CH:18][N:17]=[C:16]2[O:25][C:26]1[CH:32]=[CH:31][C:29]([NH2:30])=[CH:28][CH:27]=1.[F:33][C:34]1[CH:35]=[C:36]([C:40]([N:42]=[C:43]=[S:44])=[O:41])[CH:37]=[CH:38][CH:39]=1. Product: [F:33][C:34]1[CH:35]=[C:36]([C:40]([N:42]=[C:43]=[S:44])=[O:41])[CH:37]=[CH:38][CH:39]=1.[CH3:11][O:12][C:13]1[CH:14]=[C:15]2[C:20](=[CH:21][C:22]=1[O:23][CH3:24])[N:19]=[CH:18][N:17]=[C:16]2[O:25][C:26]1[CH:32]=[CH:31][C:29]([NH:30][C:43]([NH:42][C:40](=[O:41])[C:36]2[CH:37]=[CH:38][CH:39]=[C:34]([F:33])[CH:35]=2)=[S:44])=[CH:28][CH:27]=1. The catalyst class is: 234. (2) Reactant: [CH2:1]([O:3][CH:4]([O:11][CH2:12][CH3:13])[C:5]#[C:6][CH:7]([OH:10])[CH2:8][CH3:9])[CH3:2]. Product: [CH2:12]([O:11][CH:4]([O:3][CH2:1][CH3:2])[C:5]#[C:6][C:7](=[O:10])[CH2:8][CH3:9])[CH3:13]. The catalyst class is: 704.